Dataset: Full USPTO retrosynthesis dataset with 1.9M reactions from patents (1976-2016). Task: Predict the reactants needed to synthesize the given product. (1) Given the product [Cl:1][C:2]1[CH:7]=[CH:6][CH:5]=[C:4]([Cl:8])[C:3]=1[N:9]1[C:18]2[C:17](=[C:16]([C:19]3[CH:20]=[CH:21][CH:22]=[CH:23][C:24]=3[Cl:34])[CH:15]=[C:14]([CH:26]3[CH2:27][CH2:28][CH:29]([N:36]([CH3:37])[CH3:35])[CH2:30][CH2:31]3)[CH:13]=2)[CH2:12][NH:11][C:10]1=[O:33], predict the reactants needed to synthesize it. The reactants are: [Cl:1][C:2]1[CH:7]=[CH:6][CH:5]=[C:4]([Cl:8])[C:3]=1[N:9]1[C:18]2[C:13](=[C:14]([C:26]3[CH:31]=[CH:30][CH:29]=[CH:28][C:27]=3Cl)[CH:15]=[C:16]([CH:19]3[CH2:24][CH2:23][C:22](=O)[CH2:21][CH2:20]3)[CH:17]=2)[CH2:12][NH:11][C:10]1=[O:33].[ClH:34].[CH3:35][NH:36][CH3:37].C(N(CC)CC)C.[BH-](OC(C)=O)(OC(C)=O)OC(C)=O.[Na+]. (2) Given the product [CH2:16]([CH:4]([CH:5]([O:7][C:8](=[O:15])[C:9]1[CH:10]=[CH:11][CH:12]=[CH:13][CH:14]=1)[CH3:6])[C:3]([O:2][CH3:1])=[O:18])[CH3:17], predict the reactants needed to synthesize it. The reactants are: [CH3:1][O:2][C:3](=[O:18])[CH:4]([CH2:16][CH3:17])[CH:5]([O:7][C:8](=[O:15])[C:9]1[CH:14]=[CH:13][CH:12]=[CH:11][CH:10]=1)[CH3:6].[CH2:16]([CH:4]([CH:5]([O:7][C:8](=[O:15])[C:9]1[CH:10]=[CH:11][CH:12]=[CH:13][CH:14]=1)[CH3:6])[C:3]([O:2][CH3:1])=[O:18])[CH3:17].C(C(C(O)C)C(OC)=O)C.C(C(C(O)C)C(OCC)=O)C. (3) Given the product [Cl:18][C:19]1[CH:20]=[C:21]([NH:22][C:2]2[C:7]3[CH:8]=[CH:9][N:10]([CH2:11][CH3:12])[C:6]=3[C:5]([C:13]([O:15][CH2:16][CH3:17])=[O:14])=[CH:4][N:3]=2)[CH:23]=[CH:24][CH:25]=1, predict the reactants needed to synthesize it. The reactants are: Cl[C:2]1[C:7]2[CH:8]=[CH:9][N:10]([CH2:11][CH3:12])[C:6]=2[C:5]([C:13]([O:15][CH2:16][CH3:17])=[O:14])=[CH:4][N:3]=1.[Cl:18][C:19]1[CH:20]=[C:21]([CH:23]=[CH:24][CH:25]=1)[NH2:22].CS(O)(=O)=O. (4) Given the product [CH3:13][O:14][C:15]1[CH:16]=[CH:17][C:18]([S:21]([NH:1][C@@H:2]([CH2:10][CH2:11][F:12])[C:3]([O:5][C:6]([CH3:7])([CH3:8])[CH3:9])=[O:4])(=[O:23])=[O:22])=[CH:19][CH:20]=1, predict the reactants needed to synthesize it. The reactants are: [NH2:1][C@@H:2]([CH2:10][CH2:11][F:12])[C:3]([O:5][C:6]([CH3:9])([CH3:8])[CH3:7])=[O:4].[CH3:13][O:14][C:15]1[CH:20]=[CH:19][C:18]([S:21](Cl)(=[O:23])=[O:22])=[CH:17][CH:16]=1.C(Cl)(Cl)Cl. (5) Given the product [NH2:33][C:34]1[CH:39]=[C:38]([C:13]2[CH2:14][CH2:15][N:16]([C:19]([O:21][C:22]([CH3:25])([CH3:24])[CH3:23])=[O:20])[CH2:17][CH:18]=2)[CH:37]=[CH:36][CH:35]=1, predict the reactants needed to synthesize it. The reactants are: C([O-])([O-])=O.[Na+].[Na+].FC(F)(F)S(O[C:13]1[CH2:14][CH2:15][N:16]([C:19]([O:21][C:22]([CH3:25])([CH3:24])[CH3:23])=[O:20])[CH2:17][CH:18]=1)(=O)=O.S(O)(O)(=O)=O.[NH2:33][C:34]1[CH:35]=[C:36](B(O)O)[CH:37]=[CH:38][CH:39]=1.[NH2:33][C:34]1[CH:39]=[C:38](B(O)O)[CH:37]=[CH:36][CH:35]=1.[Cl-].[Li+]. (6) Given the product [CH:10]1([C:29]2[C:30]([O:43][CH2:44][C@H:45]3[CH2:50][CH2:49][C@@H:48]([C:51]([F:54])([F:53])[F:52])[CH2:47][CH2:46]3)=[CH:31][C:32]([F:42])=[C:33]([CH:41]=2)[C:34]([NH:36][S:37]([CH3:40])(=[O:39])=[O:38])=[O:35])[CH2:1][CH2:2]1, predict the reactants needed to synthesize it. The reactants are: [CH:1]12[CH2:10]C3CC(CC(C3)[CH:2]1OCC1C(Cl)=CC(C(NS(C)(=O)=O)=O)=C(F)C=1)C2.Cl[C:29]1[C:30]([O:43][CH2:44][C@H:45]2[CH2:50][CH2:49][C@@H:48]([C:51]([F:54])([F:53])[F:52])[CH2:47][CH2:46]2)=[CH:31][C:32]([F:42])=[C:33]([CH:41]=1)[C:34]([NH:36][S:37]([CH3:40])(=[O:39])=[O:38])=[O:35]. (7) Given the product [CH3:55][N:56]([CH2:57][CH2:58][O:59][CH2:60][CH2:61][O:62][CH2:63][CH2:64][O:65][CH2:66][CH2:67][C:68]([O:70][C:71]([CH3:74])([CH3:73])[CH3:72])=[O:69])[C:52]([C@@H:48]1[CH2:49][CH2:50][CH2:51][N:47]1[CH2:46][CH2:45][N:2]([CH3:1])[C:3](=[O:44])[C:4]1[CH:9]=[CH:8][CH:7]=[C:6]([C:10](=[O:43])[NH:11][C:12]2[CH:17]=[CH:16][C:15]([N:18]3[CH2:19][CH2:20][CH2:21][CH2:22][CH2:23]3)=[CH:14][C:13]=2[C:24]2[CH:29]=[C:28]([C:30](=[O:42])[NH:31][C@@H:32]3[C:41]4[C:36](=[CH:37][CH:38]=[CH:39][CH:40]=4)[CH2:35][CH2:34][CH2:33]3)[CH:27]=[CH:26][N:25]=2)[CH:5]=1)=[O:53], predict the reactants needed to synthesize it. The reactants are: [CH3:1][N:2]([CH2:45][CH2:46][N:47]1[CH2:51][CH2:50][CH2:49][C@H:48]1[C:52](O)=[O:53])[C:3](=[O:44])[C:4]1[CH:9]=[CH:8][CH:7]=[C:6]([C:10](=[O:43])[NH:11][C:12]2[CH:17]=[CH:16][C:15]([N:18]3[CH2:23][CH2:22][CH2:21][CH2:20][CH2:19]3)=[CH:14][C:13]=2[C:24]2[CH:29]=[C:28]([C:30](=[O:42])[NH:31][C@@H:32]3[C:41]4[C:36](=[CH:37][CH:38]=[CH:39][CH:40]=4)[CH2:35][CH2:34][CH2:33]3)[CH:27]=[CH:26][N:25]=2)[CH:5]=1.[CH3:55][NH:56][CH2:57][CH2:58][O:59][CH2:60][CH2:61][O:62][CH2:63][CH2:64][O:65][CH2:66][CH2:67][C:68]([O:70][C:71]([CH3:74])([CH3:73])[CH3:72])=[O:69].CCN(C(C)C)C(C)C.CN(C(ON1N=NC2C=CC=NC1=2)=[N+](C)C)C.F[P-](F)(F)(F)(F)F. (8) Given the product [NH2:12][C:13]1[CH:14]=[C:15]([C:18]([S:11][CH2:10][C:4]2[CH:9]=[CH:8][CH:7]=[CH:6][CH:5]=2)=[CH:19][N:20]=1)[C:16]#[N:17], predict the reactants needed to synthesize it. The reactants are: [Na].CO.[C:4]1([CH2:10][SH:11])[CH:9]=[CH:8][CH:7]=[CH:6][CH:5]=1.[NH2:12][C:13]1[CH:14]=[C:15]([C:18](I)=[CH:19][N:20]=1)[C:16]#[N:17].